Dataset: Full USPTO retrosynthesis dataset with 1.9M reactions from patents (1976-2016). Task: Predict the reactants needed to synthesize the given product. (1) Given the product [Cl:8][C:6]1[N:7]=[C:2]([NH:22][CH:19]2[CH2:21][CH2:20]2)[N:3]=[C:4]([NH:9][C:10]2[CH:15]=[CH:14][C:13]([O:16][CH3:17])=[C:12]([F:18])[CH:11]=2)[N:5]=1, predict the reactants needed to synthesize it. The reactants are: Cl[C:2]1[N:7]=[C:6]([Cl:8])[N:5]=[C:4]([NH:9][C:10]2[CH:15]=[CH:14][C:13]([O:16][CH3:17])=[C:12]([F:18])[CH:11]=2)[N:3]=1.[CH:19]1([NH2:22])[CH2:21][CH2:20]1.[OH-].[Na+].OP([O-])(O)=O.[K+]. (2) Given the product [CH:2]1[CH:3]=[CH:4][C:5]2[S:10][N:9]=[C:8]([N:11]3[CH2:12][CH2:13][N:14]([CH2:17][CH2:18][C:19]4[CH:20]=[C:21]5[CH2:29][C:27](=[O:28])[NH:26][C:22]5=[CH:23][C:24]=4[Cl:25])[CH2:15][CH2:16]3)[C:6]=2[CH:7]=1.[ClH:1], predict the reactants needed to synthesize it. The reactants are: [ClH:1].[CH:2]1[CH:3]=[CH:4][C:5]2[S:10][N:9]=[C:8]([N:11]3[CH2:16][CH2:15][N:14]([CH2:17][CH2:18][C:19]4[CH:20]=[C:21]5[CH2:29][C:27](=[O:28])[NH:26][C:22]5=[CH:23][C:24]=4[Cl:25])[CH2:13][CH2:12]3)[C:6]=2[CH:7]=1. (3) Given the product [C:29]1([CH3:32])[CH:30]=[CH:31][C:26]([S:23]([O:22][CH2:21][CH2:20][N:1]2[CH2:9][CH2:8][N:7]([CH2:20][CH2:21][O:22][S:23]([C:26]3[CH:31]=[CH:30][C:29]([CH3:32])=[CH:28][CH:27]=3)(=[O:25])=[O:24])[CH2:6][CH2:5][N:4]([CH2:20][CH2:21][O:22][S:23]([C:26]3[CH:27]=[CH:28][C:29]([CH3:32])=[CH:30][CH:31]=3)(=[O:24])=[O:25])[CH2:3][CH2:2]2)(=[O:25])=[O:24])=[CH:27][CH:28]=1, predict the reactants needed to synthesize it. The reactants are: [NH:1]1[CH2:9][CH2:8][NH:7][CH2:6][CH2:5][NH:4][CH2:3][CH2:2]1.C1(C)C=CC(S(N[CH2:20][CH2:21][O:22][S:23]([C:26]2[CH:31]=[CH:30][C:29]([CH3:32])=[CH:28][CH:27]=2)(=[O:25])=[O:24])(=O)=O)=CC=1.